This data is from Full USPTO retrosynthesis dataset with 1.9M reactions from patents (1976-2016). The task is: Predict the reactants needed to synthesize the given product. (1) Given the product [Cl:32][C:30]1[CH:31]=[C:26]([C:20]2[C:19]3[N:33]([CH2:34][C@H:35]4[CH2:40][CH2:39][C@H:38]([CH3:41])[CH2:37][CH2:36]4)[C:16]([N:7]4[CH2:6][CH2:5][N:4]([C:8]([O:10][C:11]([CH3:13])([CH3:12])[CH3:14])=[O:9])[CH2:3][C@H:2]4[CH3:1])=[N:17][C:18]=3[CH:23]=[C:22]([C:24]#[N:25])[N:21]=2)[CH:27]=[N:28][CH:29]=1, predict the reactants needed to synthesize it. The reactants are: [CH3:1][C@H:2]1[NH:7][CH2:6][CH2:5][N:4]([C:8]([O:10][C:11]([CH3:14])([CH3:13])[CH3:12])=[O:9])[CH2:3]1.Br[C:16]1[N:33]([CH2:34][C@H:35]2[CH2:40][CH2:39][C@H:38]([CH3:41])[CH2:37][CH2:36]2)[C:19]2[C:20]([C:26]3[CH:27]=[N:28][CH:29]=[C:30]([Cl:32])[CH:31]=3)=[N:21][C:22]([C:24]#[N:25])=[CH:23][C:18]=2[N:17]=1.[F-].[K+].CCN(C(C)C)C(C)C. (2) Given the product [CH2:11]([O:10][C:8]([C:7]1[N:6]=[CH:13][C:14]2[C:15]([CH2:24][CH3:25])=[N:16][O:17][C:18]=2[C:19]=1[OH:20])=[O:9])[CH3:12], predict the reactants needed to synthesize it. The reactants are: COC1C=C(OC)C=CC=1C[N:6]([CH2:13][C:14]1[C:15]([CH2:24][CH3:25])=[N:16][O:17][C:18]=1[C:19](OCC)=[O:20])[CH2:7][C:8]([O:10][CH2:11][CH3:12])=[O:9].CC(C)([O-])C.[K+].S(Cl)(Cl)=O. (3) Given the product [CH:1]1([N:7]2[CH2:13][C:12]([CH3:14])([CH3:15])[C:11](=[O:16])[N:10]([CH3:17])[C:9]3[CH:18]=[N:19][C:20]([NH:22][C:23]4[CH:31]=[CH:30][C:26]([C:27]([NH:34][C@H:35]5[CH2:39][CH2:38][NH:37][CH2:36]5)=[O:29])=[CH:25][C:24]=4[O:32][CH3:33])=[N:21][C:8]2=3)[CH2:6][CH2:5][CH2:4][CH2:3][CH2:2]1, predict the reactants needed to synthesize it. The reactants are: [CH:1]1([N:7]2[CH2:13][C:12]([CH3:15])([CH3:14])[C:11](=[O:16])[N:10]([CH3:17])[C:9]3[CH:18]=[N:19][C:20]([NH:22][C:23]4[CH:31]=[CH:30][C:26]([C:27]([OH:29])=O)=[CH:25][C:24]=4[O:32][CH3:33])=[N:21][C:8]2=3)[CH2:6][CH2:5][CH2:4][CH2:3][CH2:2]1.[NH2:34][C@H:35]1[CH2:39][CH2:38][N:37](C(OC(C)(C)C)=O)[CH2:36]1. (4) Given the product [CH2:13]([O:17][C:18]1[CH:23]=[CH:22][C:21]([S:24]([NH:27][CH2:28][C:29]([N:38]2[CH2:39][CH2:40][N:41]([S:9]([CH3:8])(=[O:11])=[O:10])[CH2:42][CH2:43]2)([C:30]([O:32][CH3:33])=[O:31])[C:34]([O:36][CH3:37])=[O:35])(=[O:26])=[O:25])=[CH:20][CH:19]=1)[C:14]#[C:15][CH3:16], predict the reactants needed to synthesize it. The reactants are: C(N(CC)CC)C.[CH3:8][S:9](Cl)(=[O:11])=[O:10].[CH2:13]([O:17][C:18]1[CH:23]=[CH:22][C:21]([S:24]([NH:27][CH2:28][C:29]([N:38]2[CH2:43][CH2:42][NH:41][CH2:40][CH2:39]2)([C:34]([O:36][CH3:37])=[O:35])[C:30]([O:32][CH3:33])=[O:31])(=[O:26])=[O:25])=[CH:20][CH:19]=1)[C:14]#[C:15][CH3:16]. (5) The reactants are: C([O-])(=O)C.[NH4+].C(#N)C.[C:9]([C:12]1[N:13]([NH:17][C:18](=O)OC(C)(C)C)[CH:14]=[CH:15][CH:16]=1)(=O)[NH2:10].FC(F)(F)C(O)=O.C1C=C2C(N=CNN2C=1)=O.CN(C)C1C=CC=CC=1.P(Cl)(Cl)([Cl:53])=O. Given the product [CH:15]1[CH:16]=[C:12]2[C:9]([Cl:53])=[N:10][CH:18]=[N:17][N:13]2[CH:14]=1, predict the reactants needed to synthesize it. (6) Given the product [CH3:5][O:4][P:3]([CH2:7][CH2:8][C@@H:9]1[C@@H:13]([O:14][CH3:15])[C@@H:12]([OH:16])[C@H:11]([N:24]2[CH:32]=[N:31][C:30]3[C:25]2=[N:26][CH:27]=[N:28][C:29]=3[NH:33][C:34](=[O:41])[C:35]2[CH:36]=[CH:37][CH:38]=[CH:39][CH:40]=2)[O:10]1)(=[O:6])[O:2][CH3:1], predict the reactants needed to synthesize it. The reactants are: [CH3:1][O:2][P:3]([CH2:7][CH2:8][C@@H:9]1[C@@H:13]([O:14][CH3:15])[C@@H:12]([O:16][Si](C(C)(C)C)(C)C)[C@H:11]([N:24]2[CH:32]=[N:31][C:30]3[C:25]2=[N:26][CH:27]=[N:28][C:29]=3[NH:33][C:34](=[O:41])[C:35]2[CH:40]=[CH:39][CH:38]=[CH:37][CH:36]=2)[O:10]1)(=[O:6])[O:4][CH3:5].CCCC[N+](CCCC)(CCCC)CCCC.[F-]. (7) Given the product [Cl:1][C:2]1[CH:3]=[CH:4][C:5]([C:39]([F:42])([F:40])[F:41])=[C:6]([C:8]2[CH:13]=[CH:12][N:11]([CH:14]([CH2:31][C:32]3[CH:37]=[CH:36][N:35]=[CH:34][CH:33]=3)[C:15]([NH:17][C:18]3[CH:19]=[CH:20][C:21]([C:22]([OH:24])=[O:23])=[CH:29][CH:30]=3)=[O:16])[C:10](=[O:38])[CH:9]=2)[CH:7]=1, predict the reactants needed to synthesize it. The reactants are: [Cl:1][C:2]1[CH:3]=[CH:4][C:5]([C:39]([F:42])([F:41])[F:40])=[C:6]([C:8]2[CH:13]=[CH:12][N:11]([CH:14]([CH2:31][C:32]3[CH:37]=[CH:36][N:35]=[CH:34][CH:33]=3)[C:15]([NH:17][C:18]3[CH:30]=[CH:29][C:21]([C:22]([O:24]C(C)(C)C)=[O:23])=[CH:20][CH:19]=3)=[O:16])[C:10](=[O:38])[CH:9]=2)[CH:7]=1.C(O)(C(F)(F)F)=O. (8) Given the product [CH:3]1[C:4]2[C:9](=[CH:8][CH:7]=[CH:6][CH:5]=2)[CH:10]=[CH:11][C:2]=1[CH:14]([C:12]#[N:13])[C:15]([O:17][CH2:18][CH3:19])=[O:16], predict the reactants needed to synthesize it. The reactants are: Br[C:2]1[CH:11]=[CH:10][C:9]2[C:4](=[CH:5][CH:6]=[CH:7][CH:8]=2)[CH:3]=1.[C:12]([CH2:14][C:15]([O:17][CH2:18][CH3:19])=[O:16])#[N:13].